From a dataset of Catalyst prediction with 721,799 reactions and 888 catalyst types from USPTO. Predict which catalyst facilitates the given reaction. (1) Reactant: CN(C=O)C.[F:6][C:7]1[C:12]2[CH2:13][CH2:14][CH:15](I)[C:16](=[O:18])[NH:17][C:11]=2[CH:10]=[CH:9][CH:8]=1.[N-:20]=[N+:21]=[N-:22].[Na+]. Product: [N:20]([CH:15]1[CH2:14][CH2:13][C:12]2[C:7]([F:6])=[CH:8][CH:9]=[CH:10][C:11]=2[NH:17][C:16]1=[O:18])=[N+:21]=[N-:22]. The catalyst class is: 6. (2) Reactant: [C:1]([O:5][C:6]([C:8]1[C:13]([C:14](=[O:21])[NH:15][C:16]([CH3:20])([CH3:19])[CH2:17]O)=[N:12][C:11]([C:22]2[CH:27]=[CH:26][C:25]([Cl:28])=[CH:24][CH:23]=2)=[C:10]([C:29]2[CH:34]=[CH:33][C:32]([Cl:35])=[CH:31][CH:30]=2)[N:9]=1)=[O:7])([CH3:4])([CH3:3])[CH3:2].CCN(S(F)(F)F)CC.C([O-])([O-])=O.[K+].[K+]. Product: [C:1]([O:5][C:6]([C:8]1[C:13]([C:14]2[O:21][CH2:20][C:16]([CH3:19])([CH3:17])[N:15]=2)=[N:12][C:11]([C:22]2[CH:23]=[CH:24][C:25]([Cl:28])=[CH:26][CH:27]=2)=[C:10]([C:29]2[CH:30]=[CH:31][C:32]([Cl:35])=[CH:33][CH:34]=2)[N:9]=1)=[O:7])([CH3:2])([CH3:4])[CH3:3]. The catalyst class is: 4. (3) Product: [S:29]([O:15][C@@H:13]([CH3:14])[CH2:12][NH:11][C:9]([O:8][CH2:1][C:2]1[CH:7]=[CH:6][CH:5]=[CH:4][CH:3]=1)=[O:10])([C:24]1[CH:23]=[CH:28][C:27]([CH3:16])=[CH:26][CH:25]=1)(=[O:30])=[O:31]. Reactant: [CH2:1]([O:8][C:9]([NH:11][CH2:12][C@@H:13]([OH:15])[CH3:14])=[O:10])[C:2]1[CH:7]=[CH:6][CH:5]=[CH:4][CH:3]=1.[CH2:16](N(CC)CC)C.[C:23]1(C)[C:24]([S:29](Cl)(=[O:31])=[O:30])=[CH:25][CH:26]=[CH:27][CH:28]=1.C(OCC)(=O)C.CCCCCC. The catalyst class is: 2.